Dataset: Forward reaction prediction with 1.9M reactions from USPTO patents (1976-2016). Task: Predict the product of the given reaction. (1) The product is: [C:19]([C:3]1[C:4]2[C:9](=[CH:8][CH:7]=[CH:6][CH:5]=2)[NH:1][CH:2]=1)([CH3:22])([CH3:21])[CH3:20]. Given the reactants [NH:1]1[C:9]2[C:4](=[CH:5][CH:6]=[CH:7][CH:8]=2)[CH:3]=[CH:2]1.C(N(C(C)C)CC)(C)C.[C:19](Br)([CH3:22])([CH3:21])[CH3:20].[Cl-].[NH4+], predict the reaction product. (2) Given the reactants Br[C:2]1[CH:7]=[CH:6][C:5]([C:8]2[N:9]=[CH:10][C:11]([NH2:14])=[N:12][CH:13]=2)=[C:4]([F:15])[CH:3]=1.[CH3:16][N:17]([CH3:30])[S:18]([C:21]1[CH:26]=[CH:25][CH:24]=[CH:23][C:22]=1B(O)O)(=[O:20])=[O:19].C([O-])([O-])=O.[K+].[K+].C(Cl)Cl, predict the reaction product. The product is: [NH2:14][C:11]1[N:12]=[CH:13][C:8]([C:5]2[CH:6]=[CH:7][C:2]([C:22]3[C:21]([S:18]([N:17]([CH3:30])[CH3:16])(=[O:19])=[O:20])=[CH:26][CH:25]=[CH:24][CH:23]=3)=[CH:3][C:4]=2[F:15])=[N:9][CH:10]=1.